From a dataset of Reaction yield outcomes from USPTO patents with 853,638 reactions. Predict the reaction yield, written as a fraction of the theoretical maximum amount of product (1.0 means a 100% yield; for example, 0.34 means a 34% yield). (1) The reactants are [CH2:1]([C:3]1[N:7]([C:8]2[N:16]=[C:15]3[C:11]([N:12]=[C:13]([C:18](O)=[O:19])[N:14]3[CH3:17])=[C:10]([N:21]3[CH2:26][CH2:25][O:24][CH2:23][CH2:22]3)[N:9]=2)[C:6]2[CH:27]=[CH:28][CH:29]=[CH:30][C:5]=2[N:4]=1)[CH3:2].[I-].ClC1C=CC=C[N+]=1C.CCN(C(C)C)C(C)C.[NH:49]1[CH2:52][CH:51]([N:53]2[CH2:58][CH2:57][CH:56]([OH:59])[CH2:55][CH2:54]2)[CH2:50]1. The catalyst is CN(C=O)C. The product is [CH2:1]([C:3]1[N:7]([C:8]2[N:16]=[C:15]3[C:11]([N:12]=[C:13]([C:18]([N:49]4[CH2:52][CH:51]([N:53]5[CH2:58][CH2:57][CH:56]([OH:59])[CH2:55][CH2:54]5)[CH2:50]4)=[O:19])[N:14]3[CH3:17])=[C:10]([N:21]3[CH2:26][CH2:25][O:24][CH2:23][CH2:22]3)[N:9]=2)[C:6]2[CH:27]=[CH:28][CH:29]=[CH:30][C:5]=2[N:4]=1)[CH3:2]. The yield is 0.260. (2) The reactants are CC(OC(/N=N/C(OC(C)C)=O)=O)C.P(CCCC)(CCCC)CCCC.[CH2:28]([CH:30]1[CH:34]([C:35]2[N:39]3[C:40]4[CH:46]=[CH:45][N:44]([CH2:47][O:48][CH2:49][CH2:50][Si:51]([CH3:54])([CH3:53])[CH3:52])[C:41]=4[N:42]=[CH:43][C:38]3=[N:37][N:36]=2)[CH2:33][CH:32](O)[CH2:31]1)[CH3:29].[F:56][C:57]([F:61])([F:60])[CH2:58][SH:59]. The catalyst is C1COCC1. The product is [CH2:28]([CH:30]1[CH2:31][CH:32]([S:59][CH2:58][C:57]([F:61])([F:60])[F:56])[CH2:33][CH:34]1[C:35]1[N:39]2[C:40]3[CH:46]=[CH:45][N:44]([CH2:47][O:48][CH2:49][CH2:50][Si:51]([CH3:52])([CH3:54])[CH3:53])[C:41]=3[N:42]=[CH:43][C:38]2=[N:37][N:36]=1)[CH3:29]. The yield is 0.440.